Dataset: Reaction yield outcomes from USPTO patents with 853,638 reactions. Task: Predict the reaction yield, written as a fraction of the theoretical maximum amount of product (1.0 means a 100% yield; for example, 0.34 means a 34% yield). (1) The reactants are C(OC([NH:8][CH:9]([C:37]([OH:39])=[O:38])[CH2:10][CH2:11][CH2:12][CH2:13][NH:14][S:15]([C:18]1[C:19]([OH:36])=[C:20]([NH:25][C:26]([NH:28][C:29]2[CH:34]=[CH:33][CH:32]=[CH:31][C:30]=2[Cl:35])=[O:27])[CH:21]=[CH:22][C:23]=1[Cl:24])(=[O:17])=[O:16])=O)(C)(C)C. The catalyst is FC(F)(F)C(O)=O. The product is [ClH:24].[NH2:8][CH:9]([C:37]([OH:39])=[O:38])[CH2:10][CH2:11][CH2:12][CH2:13][NH:14][S:15]([C:18]1[C:19]([OH:36])=[C:20]([NH:25][C:26]([NH:28][C:29]2[CH:34]=[CH:33][CH:32]=[CH:31][C:30]=2[Cl:35])=[O:27])[CH:21]=[CH:22][C:23]=1[Cl:24])(=[O:17])=[O:16]. The yield is 0.610. (2) The reactants are Br[C:2]1[CH:23]=[CH:22][C:5]([C:6]([NH:8][S:9]([C:12]2[CH:17]=[CH:16][CH:15]=[CH:14][C:13]=2[S:18](=[O:21])(=[O:20])[NH2:19])(=[O:11])=[O:10])=[O:7])=[CH:4][C:3]=1[CH2:24][OH:25].[C:26]([C:28]1[CH:33]=[CH:32][C:31]([C:34]([F:37])([F:36])[F:35])=[CH:30][CH:29]=1)#[CH:27]. No catalyst specified. The product is [OH:25][CH2:24][C:3]1[CH:4]=[C:5]([CH:22]=[CH:23][C:2]=1[C:27]#[C:26][C:28]1[CH:33]=[CH:32][C:31]([C:34]([F:35])([F:36])[F:37])=[CH:30][CH:29]=1)[C:6]([NH:8][S:9]([C:12]1[CH:17]=[CH:16][CH:15]=[CH:14][C:13]=1[S:18](=[O:21])(=[O:20])[NH2:19])(=[O:11])=[O:10])=[O:7]. The yield is 0.0900. (3) The reactants are [CH3:1][C:2]1[CH:11]=[CH:10][C:9]2[C:4](=[C:5]([N+:14]([O-])=O)[C:6]([CH3:13])=[CH:7][C:8]=2[CH3:12])[N:3]=1.S(S([O-])=O)([O-])=O.[Na+].[Na+].[OH-].[Na+]. The catalyst is C(O)C. The product is [CH3:1][C:2]1[CH:11]=[CH:10][C:9]2[C:4](=[C:5]([NH2:14])[C:6]([CH3:13])=[CH:7][C:8]=2[CH3:12])[N:3]=1. The yield is 0.540. (4) The reactants are [Cl:1][C:2]1[CH:8]=[CH:7][C:5]([NH2:6])=[CH:4][CH:3]=1.C(=O)(O)[O-].[Na+].Br[C:15]([CH3:22])([CH3:21])[C:16]([O:18][CH2:19][CH3:20])=[O:17]. No catalyst specified. The product is [Cl:1][C:2]1[CH:8]=[CH:7][C:5]([NH:6][C:15]([CH3:22])([CH3:21])[C:16]([O:18][CH2:19][CH3:20])=[O:17])=[CH:4][CH:3]=1. The yield is 0.320. (5) The reactants are [C:1]([C:5]1[CH:9]=[C:8]([NH2:10])[N:7]([C:11]2[CH:12]=[C:13]3[C:17](=[CH:18][CH:19]=2)[NH:16][N:15]=[CH:14]3)[N:6]=1)([CH3:4])([CH3:3])[CH3:2].[OH-].[Na+].[CH3:22][C:23]([O:26][C:27](O[C:27]([O:26][C:23]([CH3:25])([CH3:24])[CH3:22])=[O:28])=[O:28])([CH3:25])[CH3:24]. The catalyst is O1CCOCC1. The product is [NH2:10][C:8]1[N:7]([C:11]2[CH:12]=[C:13]3[C:17](=[CH:18][CH:19]=2)[N:16]([C:27]([O:26][C:23]([CH3:25])([CH3:24])[CH3:22])=[O:28])[N:15]=[CH:14]3)[N:6]=[C:5]([C:1]([CH3:4])([CH3:2])[CH3:3])[CH:9]=1. The yield is 0.460. (6) The reactants are [CH2:1]([N:5]1[C:13]2[N:12]=[C:11]([Cl:14])[N:10](CC=C)[C:9]=2[C:8](=[O:18])[N:7]([CH2:19][CH2:20][CH2:21][C:22]#[N:23])[C:6]1=[O:24])[CH2:2][CH2:3][CH3:4].C1([SiH3])C=CC=CC=1. The catalyst is C1C=CC([P]([Pd]([P](C2C=CC=CC=2)(C2C=CC=CC=2)C2C=CC=CC=2)([P](C2C=CC=CC=2)(C2C=CC=CC=2)C2C=CC=CC=2)[P](C2C=CC=CC=2)(C2C=CC=CC=2)C2C=CC=CC=2)(C2C=CC=CC=2)C2C=CC=CC=2)=CC=1. The product is [CH2:1]([N:5]1[C:13]2[N:12]=[C:11]([Cl:14])[NH:10][C:9]=2[C:8](=[O:18])[N:7]([CH2:19][CH2:20][CH2:21][C:22]#[N:23])[C:6]1=[O:24])[CH2:2][CH2:3][CH3:4]. The yield is 0.600.